From a dataset of Reaction yield outcomes from USPTO patents with 853,638 reactions. Predict the reaction yield, written as a fraction of the theoretical maximum amount of product (1.0 means a 100% yield; for example, 0.34 means a 34% yield). (1) The reactants are C(=O)([O-])[O-].[Cs+].[Cs+].Br[CH2:8][CH2:9][O:10][C:11]1[CH:16]=[CH:15][CH:14]=[CH:13][CH:12]=1.[NH:17]1[CH:21]=[C:20](/[CH:22]=[CH:23]/[C:24]([O:26][CH2:27][CH3:28])=[O:25])[CH:19]=[N:18]1. The catalyst is C(#N)C. The product is [O:10]([CH2:9][CH2:8][N:17]1[CH:21]=[C:20](/[CH:22]=[CH:23]/[C:24]([O:26][CH2:27][CH3:28])=[O:25])[CH:19]=[N:18]1)[C:11]1[CH:16]=[CH:15][CH:14]=[CH:13][CH:12]=1. The yield is 0.710. (2) The reactants are Cl[C:2]1[C:7]([CH:8]([CH3:10])[CH3:9])=[C:6]([O:11][CH3:12])[N:5]=[C:4]([O:13][CH3:14])[N:3]=1.[Br:15][C:16]1[CH:17]=[C:18]([CH2:23][C:24]#[N:25])[CH:19]=[C:20]([CH3:22])[CH:21]=1.[H-].[Na+].[Cl-].[NH4+]. The catalyst is CN(C=O)C. The product is [Br:15][C:16]1[CH:17]=[C:18]([CH:23]([C:2]2[C:7]([CH:8]([CH3:10])[CH3:9])=[C:6]([O:11][CH3:12])[N:5]=[C:4]([O:13][CH3:14])[N:3]=2)[C:24]#[N:25])[CH:19]=[C:20]([CH3:22])[CH:21]=1. The yield is 0.870. (3) The reactants are C(OC([N:8]1[CH2:13][CH2:12][C:11]([CH2:15][O:16][C:17]2[CH:22]=[CH:21][CH:20]=[CH:19][C:18]=2[Cl:23])([CH3:14])[CH2:10][CH2:9]1)=O)(C)(C)C.C(=O)([O-])[O-].[Na+].[Na+].ClCCl. The catalyst is C(OCC)(=O)C.Cl.C(OCC)(=O)C. The product is [Cl:23][C:18]1[CH:19]=[CH:20][CH:21]=[CH:22][C:17]=1[O:16][CH2:15][C:11]1([CH3:14])[CH2:10][CH2:9][NH:8][CH2:13][CH2:12]1. The yield is 0.910. (4) The reactants are [Si]([O:8][CH2:9][CH2:10][CH2:11][CH2:12]/[C:13](/[C:24]([O:26][CH3:27])=[O:25])=[C:14](/[C:20]([O:22][CH3:23])=[O:21])\[CH2:15][C:16]([O:18][CH3:19])=[O:17])(C(C)(C)C)(C)C.C([O-])(O)=O.[Na+].C(Cl)Cl. The catalyst is Cl. The product is [OH:8][CH2:9][CH2:10][CH2:11][CH2:12]/[C:13](/[C:24]([O:26][CH3:27])=[O:25])=[C:14](/[C:20]([O:22][CH3:23])=[O:21])\[CH2:15][C:16]([O:18][CH3:19])=[O:17]. The yield is 0.950. (5) The reactants are Cl.[CH3:2][C:3]1[CH:4]=[C:5](N)[C:6]2[CH:12]=[N:11][C:10]3[CH:13]=[CH:14][CH:15]=[CH:16][C:9]=3[NH:8][C:7]=2[CH:17]=1.[F:19][C:20]1[CH:21]=[C:22]([CH2:26][CH2:27][C@H:28]2[CH2:33][NH:32][CH2:31][CH2:30][NH:29]2)[CH:23]=[CH:24][CH:25]=1.C(N(CC)C(C)C)(C)C.CS(C)=O. The catalyst is C(OCC)(=O)C.C1(C)C=CC=CC=1. The product is [F:19][C:20]1[CH:21]=[C:22]([CH2:26][CH2:27][C@@H:28]2[NH:29][CH2:30][CH2:31][N:32]([C:12]3[C:6]4[CH:5]=[CH:4][C:3]([CH3:2])=[CH:17][C:7]=4[NH:8][C:9]4[CH:16]=[CH:15][CH:14]=[CH:13][C:10]=4[N:11]=3)[CH2:33]2)[CH:23]=[CH:24][CH:25]=1. The yield is 0.660. (6) The reactants are [CH2:1]([O:3][C:4]([C:6]1[N:7]=[C:8]2[C:13]([C:14]([F:17])([F:16])[F:15])=[CH:12][C:11](Br)=[CH:10][N:9]2[C:19]=1[N+:20]([O-:22])=[O:21])=[O:5])[CH3:2].[O:23]1[CH:27]=[CH:26][C:25](B(O)O)=[CH:24]1. The catalyst is [O-]P([O-])([O-])=O.[K+].[K+].[K+].O1CCOCC1.CCOC(C)=O.C1C=CC([P]([Pd]([P](C2C=CC=CC=2)(C2C=CC=CC=2)C2C=CC=CC=2)([P](C2C=CC=CC=2)(C2C=CC=CC=2)C2C=CC=CC=2)[P](C2C=CC=CC=2)(C2C=CC=CC=2)C2C=CC=CC=2)(C2C=CC=CC=2)C2C=CC=CC=2)=CC=1. The product is [CH2:1]([O:3][C:4]([C:6]1[N:7]=[C:8]2[C:13]([C:14]([F:17])([F:16])[F:15])=[CH:12][C:11]([C:25]3[CH:26]=[CH:27][O:23][CH:24]=3)=[CH:10][N:9]2[C:19]=1[N+:20]([O-:22])=[O:21])=[O:5])[CH3:2]. The yield is 0.490. (7) The reactants are [OH:1][CH:2]1[CH2:8][CH2:7][CH2:6][N:5]([C:9]([O:11][CH2:12][C:13]2[CH:18]=[CH:17][CH:16]=[CH:15][CH:14]=2)=[O:10])[CH2:4][CH2:3]1.[CH3:19][S:20](Cl)(=[O:22])=[O:21]. The catalyst is C(Cl)Cl. The product is [CH3:19][S:20]([O:1][CH:2]1[CH2:8][CH2:7][CH2:6][N:5]([C:9]([O:11][CH2:12][C:13]2[CH:18]=[CH:17][CH:16]=[CH:15][CH:14]=2)=[O:10])[CH2:4][CH2:3]1)(=[O:22])=[O:21]. The yield is 0.800.